This data is from Forward reaction prediction with 1.9M reactions from USPTO patents (1976-2016). The task is: Predict the product of the given reaction. (1) Given the reactants [Cl:1][C:2]1[N:7]=[C:6]([NH:8][CH:9]2[CH2:14][CH2:13][CH2:12][CH2:11][CH2:10]2)[CH:5]=[C:4]([C:15]2[C:23]3[C:18](=[N:19][CH:20]=[C:21]([O:24][CH3:25])[CH:22]=3)[N:17](S(C3C=CC=CC=3)(=O)=O)[CH:16]=2)[CH:3]=1.[OH-].[Na+], predict the reaction product. The product is: [Cl:1][C:2]1[N:7]=[C:6]([NH:8][CH:9]2[CH2:14][CH2:13][CH2:12][CH2:11][CH2:10]2)[CH:5]=[C:4]([C:15]2[C:23]3[C:18](=[N:19][CH:20]=[C:21]([O:24][CH3:25])[CH:22]=3)[NH:17][CH:16]=2)[CH:3]=1. (2) The product is: [OH:45][CH:36]([CH2:37][O:38][C:39]1[CH:44]=[CH:43][CH:42]=[CH:41][CH:40]=1)[CH2:35][NH:34][C:16]([C@@H:9]1[CH2:10][C:11](=[N:13][O:14][CH3:15])[CH2:12][N:8]1[C:6](=[O:7])[C:28]1[CH:27]=[CH:26][C:25]([C:21]2[CH:20]=[N:19][CH:24]=[CH:23][CH:22]=2)=[CH:33][CH:32]=1)=[O:18]. Given the reactants C(O[C:6]([N:8]1[CH2:12][C:11](=[N:13][O:14][CH3:15])[CH2:10][C@H:9]1[C:16]([OH:18])=O)=[O:7])(C)(C)C.[N:19]1[CH:24]=[CH:23][CH:22]=[C:21]([C:25]2[CH:33]=[CH:32][C:28](C(O)=O)=[CH:27][CH:26]=2)[CH:20]=1.[NH2:34][CH2:35][CH:36]([OH:45])[CH2:37][O:38][C:39]1[CH:44]=[CH:43][CH:42]=[CH:41][CH:40]=1, predict the reaction product. (3) The product is: [Cl:26][C:22]1[CH:21]=[C:20]([CH:27]([F:41])[CH:28]2[CH2:33][CH2:32][NH:31][CH2:30][CH2:29]2)[C:19]([Cl:42])=[C:18]2[C:23]=1[CH2:24][CH2:25][N:16]([CH2:15][C:14]1[C:9](=[O:8])[NH:10][C:11]([CH3:45])=[CH:12][C:13]=1[CH3:44])[C:17]2=[O:43]. Given the reactants C([O:8][C:9]1[C:14]([CH2:15][N:16]2[CH2:25][CH2:24][C:23]3[C:18](=[C:19]([Cl:42])[C:20]([CH:27]([F:41])[CH:28]4[CH2:33][CH2:32][N:31](C(OC(C)(C)C)=O)[CH2:30][CH2:29]4)=[CH:21][C:22]=3[Cl:26])[C:17]2=[O:43])=[C:13]([CH3:44])[CH:12]=[C:11]([CH3:45])[N:10]=1)C1C=CC=CC=1, predict the reaction product. (4) Given the reactants [F:1][C:2]1[CH:7]=[CH:6][C:5]([NH:8][C:9]2[CH:14]=[C:13]([NH:15][CH3:16])[N:12]=[CH:11][N:10]=2)=[CH:4][CH:3]=1.[Cl:17][C:18]1[CH:23]=[CH:22][CH:21]=[C:20]([Cl:24])[C:19]=1[N:25]=[C:26]=[O:27].C(N(CC)CC)C, predict the reaction product. The product is: [Cl:17][C:18]1[CH:23]=[CH:22][CH:21]=[C:20]([Cl:24])[C:19]=1[NH:25][C:26](=[O:27])[N:15]([C:13]1[CH:14]=[C:9]([NH:8][C:5]2[CH:6]=[CH:7][C:2]([F:1])=[CH:3][CH:4]=2)[N:10]=[CH:11][N:12]=1)[CH3:16]. (5) Given the reactants [C:1]([C:3]1[CH:4]=[CH:5][C:6]([O:15][CH2:16][C@@H:17]2[CH2:19][O:18]2)=[C:7]([CH:14]=1)[C:8]([NH:10][CH:11]1[CH2:13][CH2:12]1)=[O:9])#[N:2].[CH2:20]([NH:22][C:23]([N:25]1[CH2:32][CH:31]2[CH2:33][CH:27]([CH2:28][NH:29][CH2:30]2)[CH2:26]1)=[O:24])[CH3:21].O, predict the reaction product. The product is: [C:1]([C:3]1[CH:4]=[CH:5][C:6]([O:15][CH2:16][C@@H:17]([OH:18])[CH2:19][N:29]2[CH2:28][CH:27]3[CH2:33][CH:31]([CH2:32][N:25]([C:23]([NH:22][CH2:20][CH3:21])=[O:24])[CH2:26]3)[CH2:30]2)=[C:7]([C:8]([NH:10][CH:11]2[CH2:13][CH2:12]2)=[O:9])[CH:14]=1)#[N:2]. (6) Given the reactants O[CH:2]1[O:8][CH2:7][C@@:6]2([CH3:12])[C:9]([CH3:11])([CH3:10])[C@:3]1([NH:13][C:14](=[O:16])[CH3:15])[CH2:4][CH2:5]2.[SiH](CC)(CC)CC.B(F)(F)F.CCOCC, predict the reaction product. The product is: [CH3:12][C@:6]12[C:9]([CH3:10])([CH3:11])[C@:3]([NH:13][C:14](=[O:16])[CH3:15])([CH2:4][CH2:5]1)[CH2:2][O:8][CH2:7]2. (7) Given the reactants Br.[CH:2]([N:5]1[C:10](=[O:11])[CH:9]=[CH:8][C:7]([C:12]2[S:16][C:15]([NH:17][CH3:18])=[N:14][C:13]=2[C:19]2[CH:24]=[CH:23][CH:22]=[CH:21][CH:20]=2)=[N:6]1)([CH3:4])[CH3:3].[C:25]1([CH3:34])[CH:30]=[CH:29][CH:28]=[C:27]([N:31]=[C:32]=[O:33])[CH:26]=1.C(N(CC)CC)C.O, predict the reaction product. The product is: [CH:2]([N:5]1[C:10](=[O:11])[CH:9]=[CH:8][C:7]([C:12]2[S:16][C:15]([N:17]([CH3:18])[C:32]([NH:31][C:27]3[CH:28]=[CH:29][CH:30]=[C:25]([CH3:34])[CH:26]=3)=[O:33])=[N:14][C:13]=2[C:19]2[CH:24]=[CH:23][CH:22]=[CH:21][CH:20]=2)=[N:6]1)([CH3:4])[CH3:3].